From a dataset of hERG Central: cardiac toxicity at 1µM, 10µM, and general inhibition. Predict hERG channel inhibition at various concentrations. (1) The compound is CCCCCC(O)(CCN1CCCCC1)c1ccccc1.Cl. Results: hERG_inhib (hERG inhibition (general)): blocker. (2) The compound is COc1ccc(Nc2nc(N)c(C(=O)c3ccc(OC)cc3)s2)cc1. Results: hERG_inhib (hERG inhibition (general)): blocker. (3) The drug is N#CCCn1cc(C(=O)Nc2ccc([N+](=O)[O-])cc2)c(-c2ccccc2)n1. Results: hERG_inhib (hERG inhibition (general)): blocker. (4) Results: hERG_inhib (hERG inhibition (general)): blocker. The compound is O=C(O)C(=O)O.O=[N+]([O-])c1cccc(OCCCN2CCC(Cc3ccccc3)CC2)c1. (5) The molecule is CCOC(=O)C1CCCN(Cc2ccc(OCc3ccccc3)c(OC)c2)C1.O=C(O)C(=O)O. Results: hERG_inhib (hERG inhibition (general)): blocker. (6) The compound is CCCCNCCCOc1cc(Cl)ccc1Cl.O=C(O)C(=O)O. Results: hERG_inhib (hERG inhibition (general)): blocker.